Dataset: Catalyst prediction with 721,799 reactions and 888 catalyst types from USPTO. Task: Predict which catalyst facilitates the given reaction. Reactant: [F:1][C:2]1[CH:3]=[CH:4][C:5]2[O:9][C:8]([C:10]3[C:19]([N:20]4[CH2:24][CH2:23][CH2:22][CH2:21]4)=[N:18][C:17]4[C:12](=[CH:13][CH:14]=[C:15]([C:25]([O:27]C)=[O:26])[CH:16]=4)[N:11]=3)=[CH:7][C:6]=2[CH:29]=1.[OH-].[Na+].Cl. Product: [F:1][C:2]1[CH:3]=[CH:4][C:5]2[O:9][C:8]([C:10]3[C:19]([N:20]4[CH2:24][CH2:23][CH2:22][CH2:21]4)=[N:18][C:17]4[C:12](=[CH:13][CH:14]=[C:15]([C:25]([OH:27])=[O:26])[CH:16]=4)[N:11]=3)=[CH:7][C:6]=2[CH:29]=1. The catalyst class is: 24.